This data is from Peptide-MHC class II binding affinity with 134,281 pairs from IEDB. The task is: Regression. Given a peptide amino acid sequence and an MHC pseudo amino acid sequence, predict their binding affinity value. This is MHC class II binding data. (1) The MHC is HLA-DPA10103-DPB10301 with pseudo-sequence HLA-DPA10103-DPB10301. The binding affinity (normalized) is 0.255. The peptide sequence is EKKYFAATQFEPLAA. (2) The peptide sequence is LEHEMWRSRADEINA. The MHC is HLA-DQA10501-DQB10302 with pseudo-sequence HLA-DQA10501-DQB10302. The binding affinity (normalized) is 0.351. (3) The peptide sequence is CDERVSSDQSALSEF. The MHC is DRB1_1101 with pseudo-sequence DRB1_1101. The binding affinity (normalized) is 0. (4) The peptide sequence is KIDPTLTTWIDIEGT. The MHC is DRB1_0101 with pseudo-sequence DRB1_0101. The binding affinity (normalized) is 0.258. (5) The peptide sequence is GPLQIVDKIDAAFKI. The MHC is DRB3_0101 with pseudo-sequence DRB3_0101. The binding affinity (normalized) is 0.600. (6) The peptide sequence is WDFGSVGGVFTSVGKAVH. The MHC is DRB1_0405 with pseudo-sequence DRB1_0405. The binding affinity (normalized) is 0. (7) The peptide sequence is AWNIGQQRSVLTPLC. The MHC is DRB1_0101 with pseudo-sequence DRB1_0101. The binding affinity (normalized) is 0.867.